This data is from Reaction yield outcomes from USPTO patents with 853,638 reactions. The task is: Predict the reaction yield, written as a fraction of the theoretical maximum amount of product (1.0 means a 100% yield; for example, 0.34 means a 34% yield). (1) The reactants are C(OC([N:8]1[CH2:13][CH2:12][N:11]([C:14]2[N:15]([CH2:29][CH3:30])[C:16]3[C:21]([C:22]=2[C:23]#[N:24])=[CH:20][CH:19]=[C:18]([C:25]([F:28])([F:27])[F:26])[CH:17]=3)[CH2:10][CH2:9]1)=O)(C)(C)C.C(O)(C(F)(F)F)=O. The catalyst is ClCCl. The product is [CH2:29]([N:15]1[C:16]2[C:21](=[CH:20][CH:19]=[C:18]([C:25]([F:27])([F:28])[F:26])[CH:17]=2)[C:22]([C:23]#[N:24])=[C:14]1[N:11]1[CH2:10][CH2:9][NH:8][CH2:13][CH2:12]1)[CH3:30]. The yield is 1.00. (2) The reactants are [CH2:1]([O:8][C:9]1[N:10]=[N:11][C:12]([C:23]#[C:24][C:25]2[CH:30]=[CH:29][C:28]([C:31]([F:34])([F:33])[F:32])=[C:27](C)[CH:26]=2)=[CH:13][C:14]=1[O:15][CH2:16][C:17]1[CH:22]=[CH:21][CH:20]=[CH:19][CH:18]=1)[C:2]1[CH:7]=[CH:6][CH:5]=[CH:4][CH:3]=1.C(OC1N=NC(C#C)=CC=1OCC1C=CC=CC=1)C1C=CC=CC=1.BrC1C=CC(C(F)(F)[F:68])=CC=1F. No catalyst specified. The product is [CH2:1]([O:8][C:9]1[N:10]=[N:11][C:12]([C:23]#[C:24][C:25]2[CH:30]=[CH:29][C:28]([C:31]([F:33])([F:34])[F:32])=[CH:27][C:26]=2[F:68])=[CH:13][C:14]=1[O:15][CH2:16][C:17]1[CH:18]=[CH:19][CH:20]=[CH:21][CH:22]=1)[C:2]1[CH:7]=[CH:6][CH:5]=[CH:4][CH:3]=1. The yield is 0.160.